Predict the reactants needed to synthesize the given product. From a dataset of Full USPTO retrosynthesis dataset with 1.9M reactions from patents (1976-2016). (1) Given the product [F:1][C:2]1[C:10]([O:11][CH3:12])=[CH:9][CH:8]=[C:7]2[C:3]=1[N:17]=[C:16]([C:27]1[S:28][CH:29]=[C:30]([CH:32]([CH3:33])[CH3:34])[N:31]=1)[CH:15]=[C:14]2[OH:13], predict the reactants needed to synthesize it. The reactants are: [F:1][C:2]1[C:10]([O:11][CH3:12])=[CH:9][CH:8]=[CH:7][C:3]=1C(O)=O.[OH:13][C:14]1C2C(=C(C)C(OC)=CC=2)[N:17]=[C:16]([C:27]2[S:28][CH:29]=[C:30]([CH:32]([CH3:34])[CH3:33])[N:31]=2)[CH:15]=1. (2) Given the product [CH3:1][O:2][C:3]([O:5][CH:6]1[O:11][C:9](=[O:10])[C:8]([Br:12])=[C:7]1[NH:14][C:15]1[CH:20]=[CH:19][CH:18]=[CH:17][CH:16]=1)=[O:4], predict the reactants needed to synthesize it. The reactants are: [CH3:1][O:2][C:3]([O:5][CH:6]1[O:11][C:9](=[O:10])[C:8]([Br:12])=[C:7]1Br)=[O:4].[NH2:14][C:15]1[CH:20]=[CH:19][CH:18]=[CH:17][CH:16]=1.